This data is from Full USPTO retrosynthesis dataset with 1.9M reactions from patents (1976-2016). The task is: Predict the reactants needed to synthesize the given product. (1) Given the product [CH2:1]([O:3][C:4](=[O:29])[CH2:5][C:6]1[CH:11]=[CH:10][C:9]([O:12][CH3:13])=[C:8]([O:14][C:15]2[CH:20]=[CH:19][C:18]([N:30]3[CH2:35][CH2:34][O:33][CH2:32][CH2:31]3)=[CH:17][C:16]=2[CH2:22][N:23]2[CH2:27][CH2:26][O:25][C:24]2=[O:28])[CH:7]=1)[CH3:2], predict the reactants needed to synthesize it. The reactants are: [CH2:1]([O:3][C:4](=[O:29])[CH2:5][C:6]1[CH:11]=[CH:10][C:9]([O:12][CH3:13])=[C:8]([O:14][C:15]2[CH:20]=[CH:19][C:18](Br)=[CH:17][C:16]=2[CH2:22][N:23]2[CH2:27][CH2:26][O:25][C:24]2=[O:28])[CH:7]=1)[CH3:2].[NH:30]1[CH2:35][CH2:34][O:33][CH2:32][CH2:31]1.C1C=CC(P(C2C(C3C(P(C4C=CC=CC=4)C4C=CC=CC=4)=CC=C4C=3C=CC=C4)=C3C(C=CC=C3)=CC=2)C2C=CC=CC=2)=CC=1.CC(C)([O-])C.[Na+]. (2) Given the product [ClH:23].[O:1]1[C:5]2[CH:6]=[CH:7][CH:8]=[CH:9][C:4]=2[C:3]([C:10]2[CH2:15][CH2:14][NH:13][CH2:12][CH:11]=2)=[CH:2]1, predict the reactants needed to synthesize it. The reactants are: [O:1]1[C:5]2[CH:6]=[CH:7][CH:8]=[CH:9][C:4]=2[C:3]([C:10]2[CH2:15][CH2:14][N:13](C(OC(C)(C)C)=O)[CH2:12][CH:11]=2)=[CH:2]1.[ClH:23]. (3) Given the product [Cl:1][C:2]1[CH:21]=[C:20]([Cl:22])[CH:19]=[CH:18][C:3]=1[CH2:4][N:5]1[C:9]([CH2:10][OH:11])=[CH:8][C:7]([O:14][CH2:15][O:16][CH3:17])=[N:6]1, predict the reactants needed to synthesize it. The reactants are: [Cl:1][C:2]1[CH:21]=[C:20]([Cl:22])[CH:19]=[CH:18][C:3]=1[CH2:4][N:5]1[C:9]([C:10](OC)=[O:11])=[CH:8][C:7]([O:14][CH2:15][O:16][CH3:17])=[N:6]1.[H-].C([Al+]CC(C)C)C(C)C.C(O)C.[Cl-].[NH4+]. (4) Given the product [NH2:18][C:16]1[N:15]=[C:14]([N:19]2[CH2:24][CH2:23][O:22][CH2:21][CH2:20]2)[N:13]=[C:12]([NH:11][C:9](=[O:10])[CH3:8])[CH:17]=1, predict the reactants needed to synthesize it. The reactants are: C([CH:8](C(OC(C)(C)C)=O)[C:9]([NH:11][C:12]1[CH:17]=[C:16]([NH2:18])[N:15]=[C:14]([N:19]2[CH2:24][CH2:23][O:22][CH2:21][CH2:20]2)[N:13]=1)=[O:10])(OC(C)(C)C)=O.FC(F)(F)C(O)=O. (5) Given the product [Cl:19][C:20]1[CH:21]=[N:22][CH:23]=[CH:24][C:25]=1[NH:26][C:16]([C:7]1[C:8](=[O:15])[NH:9][C:10]2[C:5]([CH:6]=1)=[CH:4][C:3]([O:2][CH3:1])=[C:12]([O:13][CH3:14])[CH:11]=2)=[O:18], predict the reactants needed to synthesize it. The reactants are: [CH3:1][O:2][C:3]1[CH:4]=[C:5]2[C:10](=[CH:11][C:12]=1[O:13][CH3:14])[NH:9][C:8](=[O:15])[C:7]([C:16]([OH:18])=O)=[CH:6]2.[Cl:19][C:20]1[CH:21]=[N:22][CH:23]=[CH:24][C:25]=1[NH2:26]. (6) The reactants are: C([O:6][CH2:7][CH2:8][CH2:9][CH2:10][CH2:11][CH2:12][CH:13]([CH3:15])[CH3:14])(=O)C1C(=CC=CC=1)C([O:6][CH2:7][CH2:8][CH2:9][CH2:10][CH2:11][CH2:12][CH:13]([CH3:15])[CH3:14])=O.[OH-].[K+]. Given the product [CH2:7]([OH:6])[CH2:8][CH2:9][CH2:10][CH2:11][CH2:12][CH:13]([CH3:15])[CH3:14], predict the reactants needed to synthesize it. (7) Given the product [CH2:1]([C@:3]12[CH2:26][CH2:25][C:20]3([O:24][CH2:23][CH2:22][O:21]3)[CH2:19][C@H:4]1[CH2:5][CH2:6][CH2:7][C:8]1[C:9]2=[CH:10][C:11]2[CH:18]=[N:61][N:14]([C:15](=[O:17])[CH3:16])[C:12]=2[CH:13]=1)[CH3:2], predict the reactants needed to synthesize it. The reactants are: [CH2:1]([C@:3]12[CH2:26][CH2:25][C:20]3([O:24][CH2:23][CH2:22][O:21]3)[CH2:19][C@H:4]1[CH2:5][CH2:6][CH2:7][C:8]1[CH:13]=[C:12]([NH:14][C:15](=[O:17])[CH3:16])[C:11]([CH3:18])=[CH:10][C:9]=12)[CH3:2].C([O-])(=O)C.[K+].CC(O)=O.C1OCCOCCOCCOCCOCCOC1.C(OC(=O)C)(=O)C.[N:61](OCCC(C)C)=O.C([O-])(O)=O.[Na+]. (8) Given the product [F:36][C:35]([F:38])([F:37])[C:33]([OH:39])=[O:34].[Cl:1][C:2]1[C:3]([N:20]2[CH2:21][CH2:22][NH:23][CH2:24][CH2:25]2)=[C:4]2[CH:10]=[N:9][N:8]([CH2:11][C:12]3[CH:17]=[CH:16][C:15]([O:18][CH3:19])=[CH:14][CH:13]=3)[C:5]2=[N:6][CH:7]=1, predict the reactants needed to synthesize it. The reactants are: [Cl:1][C:2]1[C:3]([N:20]2[CH2:25][CH2:24][N:23](C(OC(C)(C)C)=O)[CH2:22][CH2:21]2)=[C:4]2[CH:10]=[N:9][N:8]([CH2:11][C:12]3[CH:17]=[CH:16][C:15]([O:18][CH3:19])=[CH:14][CH:13]=3)[C:5]2=[N:6][CH:7]=1.[C:33]([OH:39])([C:35]([F:38])([F:37])[F:36])=[O:34].C(Cl)Cl. (9) The reactants are: [OH:1][CH:2]([C:8]1[C:17]([CH3:18])=[CH:16][C:15]2[C:10](=[CH:11][CH:12]=[CH:13][CH:14]=2)[C:9]=1[O:19][S:20]([C:23]([F:26])([F:25])[F:24])(=[O:22])=[O:21])[C:3]([O:5][CH2:6][CH3:7])=[O:4].CC(OI1(OC(C)=O)(OC(C)=O)OC(=O)C2C=CC=CC1=2)=O.[O-]S([O-])(=S)=O.[Na+].[Na+]. Given the product [CH3:18][C:17]1[C:8]([C:2](=[O:1])[C:3]([O:5][CH2:6][CH3:7])=[O:4])=[C:9]([O:19][S:20]([C:23]([F:24])([F:25])[F:26])(=[O:22])=[O:21])[C:10]2[C:15]([CH:16]=1)=[CH:14][CH:13]=[CH:12][CH:11]=2, predict the reactants needed to synthesize it.